From a dataset of Reaction yield outcomes from USPTO patents with 853,638 reactions. Predict the reaction yield, written as a fraction of the theoretical maximum amount of product (1.0 means a 100% yield; for example, 0.34 means a 34% yield). (1) The reactants are [H-].[Na+].NC1C(Cl)=[CH:29][C:7]([C:8](OCC2CCN(CCCOC3C=CC(F)=CC=3)CC2)=O)=[C:6](OC)[CH:5]=1.[C:34]([N:41]1[CH:45]=[CH:44][N:43]=[CH:42]1)([N:36]1[CH:40]=[CH:39][N:38]=[CH:37]1)=O.[NH2:46][C:47]1[C:52]2[CH2:53][C:54]([CH3:57])([CH3:56])[O:55][C:51]=2[C:50]([C:58]([OH:60])=[O:59])=[CH:49][C:48]=1[Cl:61].[CH2:62]1COCC1. The catalyst is C(#N)C. The product is [NH2:46][C:47]1[C:52]2[CH2:53][C:54]([CH3:57])([CH3:56])[O:55][C:51]=2[C:50]([C:58]([O:60][CH2:8][CH:7]2[CH2:29][CH2:42][N:43]([CH2:44][CH2:45][NH:41][C:34]3[C:37]([CH3:62])=[N:38][CH:39]=[CH:40][N:36]=3)[CH2:5][CH2:6]2)=[O:59])=[CH:49][C:48]=1[Cl:61]. The yield is 0.330. (2) The reactants are Br[C:2]1[CH:7]=[C:6]([Cl:8])[C:5]([O:9][CH3:10])=[CH:4][C:3]=1[Cl:11].C(=O)([O-])[O-].[Cs+].[Cs+].C1(P(C2CCCCC2)C2C=CC=CC=2C2C(C(C)C)=CC(C(C)C)=CC=2C(C)C)CCCCC1.[C:52]([O:60][CH2:61][CH3:62])(=[O:59])[CH2:53][C:54]([O:56][CH2:57][CH3:58])=[O:55]. The catalyst is C1(C)C=CC=CC=1.C(O[Pd]OC(=O)C)(=O)C. The product is [Cl:11][C:3]1[CH:4]=[C:5]([O:9][CH3:10])[C:6]([Cl:8])=[CH:7][C:2]=1[CH:53]([C:54]([O:56][CH2:57][CH3:58])=[O:55])[C:52]([O:60][CH2:61][CH3:62])=[O:59]. The yield is 0.376.